From a dataset of Catalyst prediction with 721,799 reactions and 888 catalyst types from USPTO. Predict which catalyst facilitates the given reaction. (1) Reactant: [NH2:1][C@H:2]([C:5]1[N:14]([CH:15]2[CH2:17][CH2:16]2)[C:13](=[O:18])[C:12]2[C:7](=[CH:8][CH:9]=[CH:10][C:11]=2[Cl:19])[N:6]=1)[CH2:3][CH3:4].Cl[C:21]1[N:26]=[CH:25][N:24]=[C:23]([NH2:27])[C:22]=1[C:28]1[CH:33]=[CH:32][CH:31]=[CH:30][N:29]=1.C(N(C(C)C)CC)(C)C. Product: [NH2:27][C:23]1[N:24]=[CH:25][N:26]=[C:21]([NH:1][C@H:2]([C:5]2[N:14]([CH:15]3[CH2:16][CH2:17]3)[C:13](=[O:18])[C:12]3[C:7](=[CH:8][CH:9]=[CH:10][C:11]=3[Cl:19])[N:6]=2)[CH2:3][CH3:4])[C:22]=1[C:28]1[CH:33]=[CH:32][CH:31]=[CH:30][N:29]=1. The catalyst class is: 114. (2) Reactant: [OH:1][C:2]1[CH:11]=[C:10]2[C:5]([CH2:6][CH2:7][CH2:8][CH:9]2[NH:12][C:13](=[O:19])[O:14][C:15]([CH3:18])([CH3:17])[CH3:16])=[CH:4][CH:3]=1.[C:20]([C:22]1[CH:23]=[C:24]([CH:27]=[CH:28][CH:29]=1)[CH2:25]Br)#[N:21].C(#N)C.C(=O)([O-])[O-].[Cs+].[Cs+]. The catalyst class is: 13. Product: [C:20]([C:22]1[CH:23]=[C:24]([CH:27]=[CH:28][CH:29]=1)[CH2:25][O:1][C:2]1[CH:11]=[C:10]2[C:5]([CH2:6][CH2:7][CH2:8][CH:9]2[NH:12][C:13](=[O:19])[O:14][C:15]([CH3:16])([CH3:18])[CH3:17])=[CH:4][CH:3]=1)#[N:21]. (3) Product: [Si:1]([O:8][C@@H:9]([C:39](=[O:42])[NH2:40])[CH2:10][C@H:11]1[CH2:22][CH2:21][C:20]2[S:19][C:18]3[N:17]=[CH:16][N:15]=[C:14]([O:23][CH:24]4[CH2:25][CH2:26][CH:27]([N:30]([CH3:38])[C:31](=[O:37])[O:32][C:33]([CH3:34])([CH3:36])[CH3:35])[CH2:28][CH2:29]4)[C:13]=3[C:12]1=2)([C:4]([CH3:7])([CH3:6])[CH3:5])([CH3:3])[CH3:2]. The catalyst class is: 5. Reactant: [Si:1]([O:8][CH:9]([C:39]#[N:40])[CH2:10][C@H:11]1[CH2:22][CH2:21][C:20]2[S:19][C:18]3[N:17]=[CH:16][N:15]=[C:14]([O:23][CH:24]4[CH2:29][CH2:28][CH:27]([N:30]([CH3:38])[C:31](=[O:37])[O:32][C:33]([CH3:36])([CH3:35])[CH3:34])[CH2:26][CH2:25]4)[C:13]=3[C:12]1=2)([C:4]([CH3:7])([CH3:6])[CH3:5])([CH3:3])[CH3:2].[Li+].[OH-:42].OO. (4) Reactant: [CH2:1]([N:8]1[CH2:13][CH2:12][CH:11]([O:14][C:15]2[CH:20]=[CH:19][C:18]([N+:21]([O-:23])=[O:22])=[CH:17][CH:16]=2)[CH2:10][CH2:9]1)[C:2]1[CH:7]=[CH:6][CH:5]=[CH:4][CH:3]=1.Cl[CH2:25][S:26]([C:29]1[C:38]2[C:33](=[CH:34][CH:35]=[CH:36][CH:37]=2)[CH:32]=[CH:31][CH:30]=1)(=[O:28])=[O:27].CC(C)([O-])C.[K+].O. Product: [CH2:1]([N:8]1[CH2:13][CH2:12][CH:11]([O:14][C:15]2[CH:16]=[CH:17][C:18]([N+:21]([O-:23])=[O:22])=[C:19]([CH2:25][S:26]([C:29]3[C:38]4[C:33](=[CH:34][CH:35]=[CH:36][CH:37]=4)[CH:32]=[CH:31][CH:30]=3)(=[O:27])=[O:28])[CH:20]=2)[CH2:10][CH2:9]1)[C:2]1[CH:7]=[CH:6][CH:5]=[CH:4][CH:3]=1. The catalyst class is: 1.